The task is: Predict the reactants needed to synthesize the given product.. This data is from Full USPTO retrosynthesis dataset with 1.9M reactions from patents (1976-2016). (1) The reactants are: [C:1]([C:3]1[CH:8]=[CH:7][CH:6]=[CH:5][C:4]=1[CH:9]1[CH2:14][CH2:13][N:12]([C:15]2[C:16]([C:30]([F:33])([F:32])[F:31])=[C:17]([NH:21][NH:22][C:23](=O)[CH2:24][C:25]([F:28])([F:27])[F:26])[N:18]=[N:19][CH:20]=2)[CH2:11][CH2:10]1)#[N:2].P(Cl)(Cl)(Cl)=O. Given the product [F:26][C:25]([F:28])([F:27])[CH2:24][C:23]1[N:18]2[N:19]=[CH:20][C:15]([N:12]3[CH2:13][CH2:14][CH:9]([C:4]4[CH:5]=[CH:6][CH:7]=[CH:8][C:3]=4[C:1]#[N:2])[CH2:10][CH2:11]3)=[C:16]([C:30]([F:33])([F:32])[F:31])[C:17]2=[N:21][N:22]=1, predict the reactants needed to synthesize it. (2) Given the product [N:1]([CH2:4][CH2:5][CH2:6][C:7]1([C:8]2[CH:9]=[CH:10][CH:11]=[CH:12][CH:13]=2)[N:14]([C:29](=[O:30])[C@@H:28]([O:27][CH3:26])[CH3:38])[N:15]=[C:16]([C:17]2[CH:22]=[C:21]([F:23])[CH:20]=[CH:19][C:18]=2[F:24])[O:25]1)=[N+:2]=[N-:3], predict the reactants needed to synthesize it. The reactants are: [N:1]([CH2:4][CH2:5][CH2:6][C:7](=[N:14][NH:15][C:16](=[O:25])[C:17]1[CH:22]=[C:21]([F:23])[CH:20]=[CH:19][C:18]=1[F:24])[C:8]1[CH:13]=[CH:12][CH:11]=[CH:10][CH:9]=1)=[N+:2]=[N-:3].[CH3:26][O:27][C@@H:28]([CH3:38])[C:29](O[C:29](=[O:30])[C@@H:28]([O:27][CH3:26])[CH3:38])=[O:30]. (3) Given the product [C:2]1([OH:10])[CH:1]=[CH:7][CH:6]=[CH:4][CH:3]=1.[C:20]1([O:19][C:11]2[CH:34]=[CH:33][CH:29]=[CH:27][CH:28]=2)[CH:21]=[CH:22][CH:23]=[CH:24][CH:25]=1, predict the reactants needed to synthesize it. The reactants are: [CH2:1]1O[C@@H:4]2[C@@H:6](O)[CH2:7]O[C@@H:3]2[C@@H:2]1[OH:10].[C:11](=O)([O:19][C:20]1[CH:25]=[CH:24][CH:23]=[CH:22][CH:21]=1)OC1C=CC=CC=1.[CH2:27]([CH:29]([CH2:33][CH2:34]CC)C([O-])=O)[CH3:28].[CH2:27]([CH:29]([CH2:33][CH2:34]CC)C([O-])=O)[CH3:28].[Sn+2]. (4) The reactants are: [C:1]1([C:7]2[CH:12]=[C:11](B3OCC(C)(C)CO3)[CH:10]=[CH:9][C:8]=2[NH:21][C:22]([C:24]2[N:25]([CH2:31][O:32][CH2:33][CH2:34][Si:35]([CH3:38])([CH3:37])[CH3:36])[CH:26]=[C:27]([C:29]#[N:30])[N:28]=2)=[O:23])[CH2:6][CH2:5][CH2:4][CH2:3][CH:2]=1.Br[C:40]1[CH:41]=[CH:42][C:43]([NH2:46])=[N:44][CH:45]=1.C([O-])([O-])=O.[Na+].[Na+].CCOC(C)=O. Given the product [NH2:46][C:43]1[N:44]=[CH:45][C:40]([C:11]2[CH:10]=[CH:9][C:8]([NH:21][C:22]([C:24]3[N:25]([CH2:31][O:32][CH2:33][CH2:34][Si:35]([CH3:36])([CH3:37])[CH3:38])[CH:26]=[C:27]([C:29]#[N:30])[N:28]=3)=[O:23])=[C:7]([C:1]3[CH2:6][CH2:5][CH2:4][CH2:3][CH:2]=3)[CH:12]=2)=[CH:41][CH:42]=1, predict the reactants needed to synthesize it. (5) Given the product [F:1][C:2]([F:23])([F:24])[C:3]1[CH:4]=[CH:5][C:6]([O:9][C:10]2[CH:11]=[C:12]3[C:17](=[CH:18][CH:19]=2)[N:16]=[C:15]([C:20]([N:28]2[CH2:27][CH2:26][N:25]([C:31]([O:33][C:34]([CH3:37])([CH3:36])[CH3:35])=[O:32])[CH2:30][CH2:29]2)=[O:21])[CH:14]=[CH:13]3)=[N:7][CH:8]=1, predict the reactants needed to synthesize it. The reactants are: [F:1][C:2]([F:24])([F:23])[C:3]1[CH:4]=[CH:5][C:6]([O:9][C:10]2[CH:11]=[C:12]3[C:17](=[CH:18][CH:19]=2)[N:16]=[C:15]([C:20](O)=[O:21])[CH:14]=[CH:13]3)=[N:7][CH:8]=1.[N:25]1([C:31]([O:33][C:34]([CH3:37])([CH3:36])[CH3:35])=[O:32])[CH2:30][CH2:29][NH:28][CH2:27][CH2:26]1.C(N(CC)CC)C.C(P1(=O)OP(=O)(CCC)OP(=O)(CCC)O1)CC.